Task: Predict the reactants needed to synthesize the given product.. Dataset: Full USPTO retrosynthesis dataset with 1.9M reactions from patents (1976-2016) (1) Given the product [Br:1][C:2]1[CH:3]=[C:4]([F:19])[C:5]([O:11][C:12]2[CH:13]=[N:14][C:15]([Cl:18])=[CH:16][CH:17]=2)=[C:6]([CH:10]=1)[C:7]([N:22]([CH2:23][CH3:24])[CH2:20][CH3:21])=[O:9], predict the reactants needed to synthesize it. The reactants are: [Br:1][C:2]1[CH:3]=[C:4]([F:19])[C:5]([O:11][C:12]2[CH:13]=[N:14][C:15]([Cl:18])=[CH:16][CH:17]=2)=[C:6]([CH:10]=1)[C:7]([OH:9])=O.[CH2:20]([NH:22][CH2:23][CH3:24])[CH3:21]. (2) Given the product [C:21]([O:25][C:26]([N:28]1[CH2:33][CH2:32][C:31]([C:9]#[C:8][C:4]2[CH:5]=[CH:6][CH:7]=[C:2]([Cl:1])[CH:3]=2)([OH:34])[CH2:30][CH2:29]1)=[O:27])([CH3:24])([CH3:22])[CH3:23], predict the reactants needed to synthesize it. The reactants are: [Cl:1][C:2]1[CH:7]=[CH:6][CH:5]=[C:4]([C:8]#[CH:9])[CH:3]=1.[Li]CCCC.CCCCCC.[C:21]([O:25][C:26]([N:28]1[CH2:33][CH2:32][C:31](=[O:34])[CH2:30][CH2:29]1)=[O:27])([CH3:24])([CH3:23])[CH3:22]. (3) Given the product [CH:1]1([C@@H:4]([C:18]2[S:19][CH:20]=[CH:21][CH:22]=2)[NH:5][C:6]([C:8]2[CH:9]=[C:10]3[C:14](=[CH:15][CH:16]=2)[NH:13][N:12]=[C:11]3[C:37]2[CH:36]=[CH:35][C:34]([O:33][CH:30]3[CH2:29][CH2:28][N:27]([CH2:26][CH2:25][O:24][CH3:23])[CH2:32][CH2:31]3)=[CH:39][CH:38]=2)=[O:7])[CH2:3][CH2:2]1, predict the reactants needed to synthesize it. The reactants are: [CH:1]1([C@@H:4]([C:18]2[S:19][CH:20]=[CH:21][CH:22]=2)[NH:5][C:6]([C:8]2[CH:9]=[C:10]3[C:14](=[CH:15][CH:16]=2)[NH:13][N:12]=[C:11]3I)=[O:7])[CH2:3][CH2:2]1.[CH3:23][O:24][CH2:25][CH2:26][N:27]1[CH2:32][CH2:31][CH:30]([O:33][C:34]2[CH:39]=[CH:38][C:37](B3OC(C)(C)C(C)(C)O3)=[CH:36][CH:35]=2)[CH2:29][CH2:28]1. (4) Given the product [CH2:1]([N:8]([CH2:9][C:10]1[CH:11]=[CH:12][CH:13]=[CH:14][CH:15]=1)[CH2:16][C@H:17]1[CH2:22][CH2:21][C@@H:20]([CH2:23][O:24][C:28]2[CH:33]=[CH:32][C:31]([N+:34]([O-:36])=[O:35])=[CH:30][N:29]=2)[CH2:19][CH2:18]1)[C:2]1[CH:3]=[CH:4][CH:5]=[CH:6][CH:7]=1, predict the reactants needed to synthesize it. The reactants are: [CH2:1]([N:8]([CH2:16][C@@H:17]1[CH2:22][CH2:21][C@H:20]([CH2:23][OH:24])[CH2:19][CH2:18]1)[CH2:9][C:10]1[CH:15]=[CH:14][CH:13]=[CH:12][CH:11]=1)[C:2]1[CH:7]=[CH:6][CH:5]=[CH:4][CH:3]=1.[H-].[Na+].Cl[C:28]1[CH:33]=[CH:32][C:31]([N+:34]([O-:36])=[O:35])=[CH:30][N:29]=1. (5) Given the product [CH3:55][C:54]([O:58][C:33]([NH:30][C@H:5]1[CH2:6][N:7]([C:8]([O:10][CH2:11][C:12]2[CH:13]=[CH:14][CH:15]=[CH:16][CH:17]=2)=[O:9])[C@@H:2]([CH3:1])[CH2:3][CH2:4]1)=[O:36])([CH3:57])[CH3:56], predict the reactants needed to synthesize it. The reactants are: [CH3:1][C@@H:2]1[N:7]([C:8]([O:10][CH2:11][C:12]2[CH:17]=[CH:16][CH:15]=[CH:14][CH:13]=2)=[O:9])[CH2:6][C@H:5](C(O)=O)[CH2:4][CH2:3]1.C1(C)C=CC=CC=1.C([N:30]([CH2:33]C)CC)C.P(N=[N+]=[N-])(OC1C=CC=CC=1)(OC1C=CC=CC=1)=[O:36].[C:54]([OH:58])([CH3:57])([CH3:56])[CH3:55]. (6) Given the product [OH:1][C@@H:2](/[CH:13]=[CH:14]/[CH2:15][CH2:16][CH2:17][CH2:18][CH2:19][CH2:20][CH2:21][CH2:22][CH2:23][CH2:24][CH2:25][CH2:26][CH3:27])[C@@H:3]([NH:5][C:6](=[O:12])[O:7][C:8]([CH3:9])([CH3:10])[CH3:11])[CH3:4], predict the reactants needed to synthesize it. The reactants are: [O:1]=[C:2](/[CH:13]=[CH:14]/[CH2:15][CH2:16][CH2:17][CH2:18][CH2:19][CH2:20][CH2:21][CH2:22][CH2:23][CH2:24][CH2:25][CH2:26][CH3:27])[C@@H:3]([NH:5][C:6](=[O:12])[O:7][C:8]([CH3:11])([CH3:10])[CH3:9])[CH3:4].CCC(C)[BH-](C(C)CC)C(C)CC.[Li+]. (7) Given the product [F:1][C:2]([F:22])([F:23])[O:3][C:4]1[CH:5]=[C:6]([CH:19]=[CH:20][CH:21]=1)[CH2:7][C:8]1[CH:18]=[CH:17][C:11]([C:12]([OH:14])=[O:13])=[CH:10][CH:9]=1, predict the reactants needed to synthesize it. The reactants are: [F:1][C:2]([F:23])([F:22])[O:3][C:4]1[CH:5]=[C:6]([CH:19]=[CH:20][CH:21]=1)[CH2:7][C:8]1[CH:18]=[CH:17][C:11]([C:12]([O:14]CC)=[O:13])=[CH:10][CH:9]=1.[OH-].[Li+].